From a dataset of Ames mutagenicity test results for genotoxicity prediction. Regression/Classification. Given a drug SMILES string, predict its toxicity properties. Task type varies by dataset: regression for continuous values (e.g., LD50, hERG inhibition percentage) or binary classification for toxic/non-toxic outcomes (e.g., AMES mutagenicity, cardiotoxicity, hepatotoxicity). Dataset: ames. (1) The molecule is O=[N+]([O-])c1ccc2c(ccc3ccccc32)c1. The result is 1 (mutagenic). (2) The molecule is Cc1cc2c3ccccc3ccc2c2ccccc12. The result is 1 (mutagenic). (3) The compound is Cc1ccc([N+](=O)[O-])cc1N=O. The result is 1 (mutagenic). (4) The compound is C=C/C=C\C. The result is 0 (non-mutagenic). (5) The result is 0 (non-mutagenic). The molecule is COc1ccc(C(=O)/C=C/c2ccccc2)cc1. (6) The drug is CC(=O)Nc1cccc(N=Nc2cccc(NC(C)=O)c2C)c1C. The result is 0 (non-mutagenic). (7) The drug is Oc1cc2ccc3c4c(cc5cccc1c5c24)-c1ccccc1-3. The result is 0 (non-mutagenic). (8) The molecule is CCOC1=CC(=O)C(=NC(C)=O)CC1=O. The result is 1 (mutagenic). (9) The molecule is CCOC(=O)c1[nH]c2ccccc2c1/N=C/c1ccc(O)cc1. The result is 1 (mutagenic).